From a dataset of Full USPTO retrosynthesis dataset with 1.9M reactions from patents (1976-2016). Predict the reactants needed to synthesize the given product. (1) Given the product [N:1]1[C:9]2[C:4](=[N:5][CH:6]=[CH:7][CH:8]=2)[N:3]([C:10]2[CH:11]=[CH:12][C:13]([C:14]([N:34]3[CH2:35][CH2:36][CH:31]([C:29](=[O:30])[C:26]4[CH:25]=[CH:24][C:23]([CH3:22])=[CH:28][CH:27]=4)[CH2:32][CH2:33]3)=[O:16])=[CH:19][CH:20]=2)[CH:2]=1, predict the reactants needed to synthesize it. The reactants are: [N:1]1[C:9]2[C:4](=[N:5][CH:6]=[CH:7][CH:8]=2)[N:3]([C:10]2[CH:20]=[CH:19][C:13]([C:14]([O:16]CC)=O)=[CH:12][CH:11]=2)[CH:2]=1.Cl.[CH3:22][C:23]1[CH:28]=[CH:27][C:26]([C:29]([CH:31]2[CH2:36][CH2:35][NH:34][CH2:33][CH2:32]2)=[O:30])=[CH:25][CH:24]=1. (2) Given the product [CH3:23][C:10]1([N+:20]([O-:22])=[O:21])[CH2:9][N:40]([CH2:33][C:34]2[CH:39]=[CH:38][CH:37]=[CH:36][CH:35]=2)[CH2:11]1, predict the reactants needed to synthesize it. The reactants are: S(O[CH2:9][C:10]([CH3:23])([N+:20]([O-:22])=[O:21])[CH2:11]OS(C(F)(F)F)(=O)=O)(C(F)(F)F)(=O)=O.C(N(C(C)C)C(C)C)C.[CH2:33]([NH2:40])[C:34]1[CH:39]=[CH:38][CH:37]=[CH:36][CH:35]=1. (3) Given the product [CH2:1]([NH:8][C@H:9]1[C@@H:15]([F:16])[CH2:14][C@@H:13]2[N:17]([CH2:18][C:19]3[CH:20]=[CH:21][CH:22]=[CH:23][CH:24]=3)[C@@:10]1([C:32]1[CH:37]=[CH:36][CH:35]=[CH:34][CH:33]=1)[CH2:11][C@H:12]2[CH2:25][OH:26])[C:2]1[CH:7]=[CH:6][CH:5]=[CH:4][CH:3]=1, predict the reactants needed to synthesize it. The reactants are: [CH2:1]([NH:8][C@H:9]1[C@@H:15]([F:16])[CH2:14][C@@H:13]2[N:17]([CH2:18][C:19]3[CH:24]=[CH:23][CH:22]=[CH:21][CH:20]=3)[C@@:10]1([C:32]1[CH:37]=[CH:36][CH:35]=[CH:34][CH:33]=1)[CH2:11][C@H:12]2[C:25](OC(C)(C)C)=[O:26])[C:2]1[CH:7]=[CH:6][CH:5]=[CH:4][CH:3]=1.C([BH-](CC)CC)C.[Li+].[OH-].[Na+]. (4) Given the product [CH:1]1[C:13]2[NH:12][C:11]3[C:6](=[CH:7][CH:8]=[CH:9][CH:10]=3)[C:5]=2[CH:4]=[CH:3][C:2]=1[O:14][CH2:15][CH2:16][NH:17][CH2:18][CH:19]([C:21]1[CH:26]=[CH:25][C:24]([OH:27])=[C:23]([NH:35][CH3:36])[CH:22]=1)[OH:20], predict the reactants needed to synthesize it. The reactants are: [CH:1]1[C:13]2[NH:12][C:11]3[C:6](=[CH:7][CH:8]=[CH:9][CH:10]=3)[C:5]=2[CH:4]=[CH:3][C:2]=1[O:14][CH2:15][CH2:16][NH:17][CH2:18][CH:19]([C:21]1[CH:26]=[CH:25][C:24]([O:27]CC2C=CC=CC=2)=[C:23]([NH:35][CH3:36])[CH:22]=1)[OH:20].CO.C(Cl)(Cl)Cl. (5) The reactants are: [Cl:1][CH:2]1[N:7](Cl)[CH:6]=[C:5]([O:9][CH3:10])[CH:4]=[N:3]1.[Cl:11][C:12]1[S:16][C:15]([S:17]([NH2:20])(=[O:19])=[O:18])=[CH:14][CH:13]=1. Given the product [Cl:1][C:2]1[N:7]=[C:6]([NH:20][S:17]([C:15]2[S:16][C:12]([Cl:11])=[CH:13][CH:14]=2)(=[O:19])=[O:18])[C:5]([O:9][CH3:10])=[CH:4][N:3]=1, predict the reactants needed to synthesize it. (6) Given the product [F:40][C:41]1[CH:48]=[C:47]([F:49])[CH:46]=[CH:45][C:42]=1[CH2:43][N:5]1[C:9]2=[CH:10][N:11]=[C:12]([C:53]([NH:51][OH:34])=[O:54])[CH:13]=[C:8]2[CH:7]=[CH:6]1, predict the reactants needed to synthesize it. The reactants are: FC1C=C(F)C=CC=1C[N:5]1[C:9]2=[CH:10][N:11]=[C:12](C(OCC)=O)[CH:13]=[C:8]2[CH:7]=[CH:6]1.N1C2=CN=C(C(OCC)=[O:34])C=C2C=C1.[H-].[Na+].[F:40][C:41]1[CH:48]=[C:47]([F:49])[CH:46]=[CH:45][C:42]=1[CH2:43]Br.C[N:51]([CH:53]=[O:54])C.